Dataset: Full USPTO retrosynthesis dataset with 1.9M reactions from patents (1976-2016). Task: Predict the reactants needed to synthesize the given product. (1) Given the product [C:8]([O:12][C:13](=[O:14])[NH:7][C:2]1[CH:3]=[C:4]([CH3:23])[CH:5]=[CH:6][N:1]=1)([CH3:11])([CH3:10])[CH3:9], predict the reactants needed to synthesize it. The reactants are: [N:1]1[CH:6]=[CH:5][CH:4]=[CH:3][C:2]=1[NH2:7].[C:8]([O:12][C:13](O[C:13]([O:12][C:8]([CH3:11])([CH3:10])[CH3:9])=[O:14])=[O:14])([CH3:11])([CH3:10])[CH3:9].[CH3:23]C(O)(C)C. (2) Given the product [OH:4][CH2:5][CH2:6][C:7]1[CH:8]=[C:9]([C:13]2[CH:21]=[CH:20][CH:19]=[C:18]3[C:14]=2[CH2:15][C:16](=[O:22])[NH:17]3)[CH:10]=[CH:11][CH:12]=1, predict the reactants needed to synthesize it. The reactants are: [BH4-].[Na+].C[O:4][C:5](=O)[CH2:6][C:7]1[CH:12]=[CH:11][CH:10]=[C:9]([C:13]2[CH:21]=[CH:20][CH:19]=[C:18]3[C:14]=2[CH2:15][C:16](=[O:22])[NH:17]3)[CH:8]=1.[Cl-].[Cl-].[Ca+2].